Dataset: Forward reaction prediction with 1.9M reactions from USPTO patents (1976-2016). Task: Predict the product of the given reaction. Given the reactants [CH3:1][C:2]1[C:15]2[N:14]([CH2:16][CH2:17][CH2:18][NH2:19])[C:13]3[C:8](=[CH:9][CH:10]=[CH:11][CH:12]=3)[S:7](=[O:20])[C:6]=2[CH:5]=[CH:4][C:3]=1[CH3:21].[CH:22](=O)[C:23]1[CH:28]=[CH:27][CH:26]=[CH:25][CH:24]=1.O, predict the reaction product. The product is: [CH3:1][C:2]1[C:15]2[N:14]([CH2:16][CH2:17][CH2:18][NH:19][CH2:22][C:23]3[CH:28]=[CH:27][CH:26]=[CH:25][CH:24]=3)[C:13]3[C:8](=[CH:9][CH:10]=[CH:11][CH:12]=3)[S:7](=[O:20])[C:6]=2[CH:5]=[CH:4][C:3]=1[CH3:21].